Regression. Given a peptide amino acid sequence and an MHC pseudo amino acid sequence, predict their binding affinity value. This is MHC class I binding data. From a dataset of Peptide-MHC class I binding affinity with 185,985 pairs from IEDB/IMGT. (1) The peptide sequence is GEIGIRNWL. The MHC is HLA-A26:01 with pseudo-sequence HLA-A26:01. The binding affinity (normalized) is 0.0847. (2) The binding affinity (normalized) is 0.286. The peptide sequence is CVRMYNPTN. The MHC is Mamu-B03 with pseudo-sequence Mamu-B03.